Dataset: Full USPTO retrosynthesis dataset with 1.9M reactions from patents (1976-2016). Task: Predict the reactants needed to synthesize the given product. (1) Given the product [CH2:10]1[C:2]2[C:3](=[C:4]3[N:5]([N:1]=2)[CH:6]=[CH:7][CH:8]=[CH:9]3)[CH2:13][NH:12][CH2:11]1, predict the reactants needed to synthesize it. The reactants are: [N:1]1[N:5]2[CH:6]=[CH:7][CH:8]=[CH:9][C:4]2=[CH:3][C:2]=1[CH2:10][CH2:11][NH2:12].[CH2:13]=O. (2) Given the product [CH2:2]([O:4][C:5](=[O:21])/[C:6](=[N:22]\[OH:23])/[CH2:12][C@H:13]([CH3:20])[CH2:14][CH2:15][O:16][CH2:17][CH:18]=[CH2:19])[CH3:3], predict the reactants needed to synthesize it. The reactants are: [Na].[CH2:2]([O:4][C:5](=[O:21])[CH:6]([CH2:12][C@H:13]([CH3:20])[CH2:14][CH2:15][O:16][CH2:17][CH:18]=[CH2:19])C(OCC)=O)[CH3:3].[N:22](OCCC(C)C)=[O:23].Cl. (3) Given the product [F:16][C:11]1[CH:10]=[C:9]([CH:7]2[CH2:8][CH:6]2[C:4]([OH:18])=[O:5])[CH:14]=[CH:13][C:12]=1[CH3:15], predict the reactants needed to synthesize it. The reactants are: CON(C)[C:4]([CH:6]1[CH2:8][CH:7]1[C:9]1[CH:14]=[CH:13][C:12]([CH3:15])=[C:11]([F:16])[CH:10]=1)=[O:5].[OH-:18].[Na+]. (4) Given the product [CH3:20][C:21]1([CH3:35])[CH2:26][O:25][B:24]([C:2]2[CH:16]=[CH:15][C:5]([N:6]([CH2:11][CH:12]([CH3:14])[CH3:13])[CH2:7][CH:8]([CH3:10])[CH3:9])=[C:4]([N+:17]([O-:19])=[O:18])[CH:3]=2)[O:23][CH2:22]1, predict the reactants needed to synthesize it. The reactants are: Br[C:2]1[CH:16]=[CH:15][C:5]([N:6]([CH2:11][CH:12]([CH3:14])[CH3:13])[CH2:7][CH:8]([CH3:10])[CH3:9])=[C:4]([N+:17]([O-:19])=[O:18])[CH:3]=1.[CH3:20][C:21]1([CH3:35])[CH2:26][O:25][B:24]([B:24]2[O:25][CH2:26][C:21]([CH3:35])([CH3:20])[CH2:22][O:23]2)[O:23][CH2:22]1.C([O-])(=O)C.[K+]. (5) Given the product [CH:15]([C:19]1[CH:24]=[CH:23][CH:22]=[CH:21][C:20]=1[O:1][CH:2]1[CH2:3][CH2:4][N:5]([C:8]([O:10][C:11]([CH3:14])([CH3:13])[CH3:12])=[O:9])[CH2:6][CH2:7]1)([CH2:17][CH3:18])[CH3:16], predict the reactants needed to synthesize it. The reactants are: [OH:1][CH:2]1[CH2:7][CH2:6][N:5]([C:8]([O:10][C:11]([CH3:14])([CH3:13])[CH3:12])=[O:9])[CH2:4][CH2:3]1.[CH:15]([C:19]1[CH:24]=[CH:23][CH:22]=[CH:21][C:20]=1O)([CH2:17][CH3:18])[CH3:16].C1(P(C2C=CC=CC=2)C2C=CC=CC=2)C=CC=CC=1.CCOC(/N=N/C(OCC)=O)=O. (6) Given the product [Br:11][C:12]1[CH:23]=[CH:22][C:15]2[CH:16]=[CH:17][S:18][C:14]=2[CH:13]=1, predict the reactants needed to synthesize it. The reactants are: N1C2C(=CC=CC=2)C=CC=1.[Br:11][C:12]1[CH:23]=[CH:22][C:15]2[CH:16]=[C:17](C(O)=O)[S:18][C:14]=2[CH:13]=1.